From a dataset of Reaction yield outcomes from USPTO patents with 853,638 reactions. Predict the reaction yield, written as a fraction of the theoretical maximum amount of product (1.0 means a 100% yield; for example, 0.34 means a 34% yield). (1) The reactants are [NH2:1][C:2]1[CH:7]=[CH:6][N:5]=[C:4]([C:8]2[CH:9]=[C:10]([CH2:15][NH:16][S:17]([CH3:20])(=[O:19])=[O:18])[CH:11]=[C:12]([F:14])[CH:13]=2)[C:3]=1[N+:21]([O-])=O.[NH4+].[Cl-]. The catalyst is CO.[Fe]. The product is [NH2:21][C:3]1[C:4]([C:8]2[CH:9]=[C:10]([CH:11]=[C:12]([F:14])[CH:13]=2)[CH2:15][NH:16][S:17]([CH3:20])(=[O:18])=[O:19])=[N:5][CH:6]=[CH:7][C:2]=1[NH2:1]. The yield is 0.798. (2) The reactants are [F:1][C:2]1[CH:17]=[C:16]([CH:18]=O)[CH:15]=[CH:14][C:3]=1[O:4][C:5]1[CH:6]=[CH:7][C:8]([C:11]([NH2:13])=[O:12])=[N:9][CH:10]=1.[F:20][C:21]1[CH:29]=[CH:28][CH:27]=[CH:26][C:22]=1[CH2:23][CH2:24][NH2:25].[BH4-].[Na+]. The catalyst is CO. The product is [F:1][C:2]1[CH:17]=[C:16]([CH2:18][NH:25][CH2:24][CH2:23][C:22]2[CH:26]=[CH:27][CH:28]=[CH:29][C:21]=2[F:20])[CH:15]=[CH:14][C:3]=1[O:4][C:5]1[CH:6]=[CH:7][C:8]([C:11]([NH2:13])=[O:12])=[N:9][CH:10]=1. The yield is 0.750.